Task: Predict which catalyst facilitates the given reaction.. Dataset: Catalyst prediction with 721,799 reactions and 888 catalyst types from USPTO (1) Reactant: BrC1C=CC(O)=C(C2C=[CH:16][C:15]3[C:10](=[CH:11][CH:12]=[C:13]([C:18]4[N:22]([CH:23]5[CH2:28][CH2:27][CH2:26][CH2:25][CH2:24]5)[C:21]5[CH:29]=[CH:30][C:31]([C:33]([OH:35])=[O:34])=[CH:32][C:20]=5[N:19]=4)[CH:14]=3)[N:9]=2)C=1.C(OC(C1C=CC2N(C3CCCCC3)C(C3C=CC(N)=C(C=O)C=3)=NC=2C=1)=O)C.[Cl:66][C:67]1[CH:72]=[CH:71][C:70]([C:73]2[C:77]([C:78](=O)[CH3:79])=[C:76]([CH3:81])[O:75][N:74]=2)=[CH:69][CH:68]=1.[OH-].[K+]. Product: [Cl:66][C:67]1[CH:72]=[CH:71][C:70]([C:73]2[C:77]([C:78]3[CH:79]=[CH:16][C:15]4[C:10](=[CH:11][CH:12]=[C:13]([C:18]5[N:22]([CH:23]6[CH2:24][CH2:25][CH2:26][CH2:27][CH2:28]6)[C:21]6[CH:29]=[CH:30][C:31]([C:33]([OH:35])=[O:34])=[CH:32][C:20]=6[N:19]=5)[CH:14]=4)[N:9]=3)=[C:76]([CH3:81])[O:75][N:74]=2)=[CH:69][CH:68]=1. The catalyst class is: 8. (2) Reactant: [CH3:1][C@:2]12[C@@:19]3([CH3:20])[C@@H:10]([C@:11]4([CH3:33])[C@@H:16]([CH2:17][CH2:18]3)[C:15]([CH3:22])([CH3:21])[C:14]([C:23]3[CH:32]=[CH:31][C:26]([C:27]([O:29]C)=[O:28])=[CH:25][CH:24]=3)=[CH:13][CH2:12]4)[CH2:9][CH2:8][C@@H:7]1[C@H:6]1[C@H:34]([C:37]([CH3:39])=[CH2:38])[CH2:35][CH2:36][C@:5]1([NH:40][CH2:41][CH2:42][N:43]1[CH2:48][CH2:47][NH:46][CH2:45][CH2:44]1)[CH2:4][CH2:3]2.CCN(C(C)C)C(C)C.[CH:58]1([S:61](Cl)(=[O:63])=[O:62])[CH2:60][CH2:59]1. Product: [CH:58]1([S:61]([N:46]2[CH2:45][CH2:44][N:43]([CH2:42][CH2:41][NH:40][C@:5]34[CH2:36][CH2:35][C@@H:34]([C:37]([CH3:39])=[CH2:38])[C@@H:6]3[C@@H:7]3[C@@:2]([CH3:1])([CH2:3][CH2:4]4)[C@@:19]4([CH3:20])[C@@H:10]([C@:11]5([CH3:33])[C@@H:16]([CH2:17][CH2:18]4)[C:15]([CH3:21])([CH3:22])[C:14]([C:23]4[CH:32]=[CH:31][C:26]([C:27]([OH:29])=[O:28])=[CH:25][CH:24]=4)=[CH:13][CH2:12]5)[CH2:9][CH2:8]3)[CH2:48][CH2:47]2)(=[O:63])=[O:62])[CH2:60][CH2:59]1. The catalyst class is: 4. (3) Reactant: [CH3:1][O:2][C@H:3]1[C@H:7]([O:8][C:9]2[CH:10]=[CH:11][CH:12]=[C:13]3[C:18]=2[N:17]=[C:16]([C:19]2[N:23]4[CH:24]=[CH:25][C:26]([O:28][CH2:29][CH2:30][O:31][CH3:32])=[CH:27][C:22]4=[N:21][CH:20]=2)[CH:15]=[CH:14]3)[CH2:6][N:5](C(OCC2C=CC3C(=CC=CC=3)C=2)=O)[CH2:4]1.Cl.C1COCC1.C([O-])(O)=O.[Na+]. Product: [CH3:32][O:31][CH2:30][CH2:29][O:28][C:26]1[CH:25]=[CH:24][N:23]2[C:19]([C:16]3[CH:15]=[CH:14][C:13]4[C:18](=[C:9]([O:8][C@H:7]5[C@H:3]([O:2][CH3:1])[CH2:4][NH:5][CH2:6]5)[CH:10]=[CH:11][CH:12]=4)[N:17]=3)=[CH:20][N:21]=[C:22]2[CH:27]=1. The catalyst class is: 256.